Dataset: Catalyst prediction with 721,799 reactions and 888 catalyst types from USPTO. Task: Predict which catalyst facilitates the given reaction. (1) Reactant: [CH3:1][C:2]1([CH3:18])[O:6][CH:5]([CH2:7][NH:8][C:9]2[CH:14]=[CH:13][C:12]([N+:15]([O-:17])=[O:16])=[CH:11][CH:10]=2)[CH2:4][O:3]1.[H-].[Na+].[F:21][C:22]1[CH:27]=[CH:26][C:25]([C:28]2[CH:33]=[CH:32][CH:31]=[C:30]([S:34](Cl)(=[O:36])=[O:35])[CH:29]=2)=[CH:24][CH:23]=1. Product: [CH3:1][C:2]1([CH3:18])[O:6][CH:5]([CH2:7][N:8]([C:9]2[CH:14]=[CH:13][C:12]([N+:15]([O-:17])=[O:16])=[CH:11][CH:10]=2)[S:34]([C:30]2[CH:29]=[C:28]([C:25]3[CH:26]=[CH:27][C:22]([F:21])=[CH:23][CH:24]=3)[CH:33]=[CH:32][CH:31]=2)(=[O:35])=[O:36])[CH2:4][O:3]1. The catalyst class is: 3. (2) Reactant: [NH2:1][C@@H:2]1[CH2:6][CH2:5][C@@H:4]([OH:7])[C@H:3]1[OH:8].CCN(C(C)C)C(C)C.[CH3:18][C:19]1([CH3:44])[CH2:28][CH2:27][C:26]([CH3:30])([CH3:29])[C:25]2[CH:24]=[C:23]([C:31]3[N:36]=[C:35]([N:37]4[CH2:42][CH2:41][C:40](=O)[CH2:39][CH2:38]4)[CH:34]=[CH:33][CH:32]=3)[CH:22]=[CH:21][C:20]1=2.C(O)(=O)C.C(O[BH-](OC(=O)C)OC(=O)C)(=O)C.[Na+].C(=O)([O-])O.[Na+]. Product: [CH3:18][C:19]1([CH3:44])[CH2:28][CH2:27][C:26]([CH3:29])([CH3:30])[C:25]2[CH:24]=[C:23]([C:31]3[N:36]=[C:35]([N:37]4[CH2:42][CH2:41][CH:40]([NH:1][C@@H:2]5[CH2:6][CH2:5][C@@H:4]([OH:7])[C@H:3]5[OH:8])[CH2:39][CH2:38]4)[CH:34]=[CH:33][CH:32]=3)[CH:22]=[CH:21][C:20]1=2. The catalyst class is: 118. (3) Reactant: [NH2:1][C:2]1([CH3:17])[CH2:8][CH2:7][N:6]([CH2:9][C:10]2[CH:15]=[CH:14][CH:13]=[CH:12][CH:11]=2)[CH2:5][CH2:4][CH:3]1[OH:16].CCN(CC)CC.[F:25][C:26]([F:37])([F:36])[C:27](O[C:27](=[O:28])[C:26]([F:37])([F:36])[F:25])=[O:28]. Product: [CH2:9]([N:6]1[CH2:5][CH2:4][CH:3]([OH:16])[C:2]([NH:1][C:27](=[O:28])[C:26]([F:37])([F:36])[F:25])([CH3:17])[CH2:8][CH2:7]1)[C:10]1[CH:11]=[CH:12][CH:13]=[CH:14][CH:15]=1. The catalyst class is: 1. (4) Reactant: [CH:1]1([CH2:4][O:5][C:6]2[CH:14]=[CH:13][C:9]3[O:10][CH2:11][O:12][C:8]=3[C:7]=2[C:15]2[C:16]3[N:23]([CH2:24][O:25][CH2:26][CH2:27][Si:28]([CH3:31])([CH3:30])[CH3:29])[C:22]([CH3:32])=[C:21]([C:33](O)=[O:34])[C:17]=3[N:18]=[CH:19][N:20]=2)[CH2:3][CH2:2]1.C(N(CC)CC)C.C1C=CC2N(O)N=NC=2C=1.C(Cl)CCl.Cl.[NH2:58][CH:59]1[CH2:64][CH2:63][N:62]([C:65]([O:67][C:68]([CH3:71])([CH3:70])[CH3:69])=[O:66])[CH2:61][CH2:60]1. The catalyst class is: 4. Product: [CH:1]1([CH2:4][O:5][C:6]2[CH:14]=[CH:13][C:9]3[O:10][CH2:11][O:12][C:8]=3[C:7]=2[C:15]2[C:16]3[N:23]([CH2:24][O:25][CH2:26][CH2:27][Si:28]([CH3:29])([CH3:31])[CH3:30])[C:22]([CH3:32])=[C:21]([C:33]([NH:58][CH:59]4[CH2:60][CH2:61][N:62]([C:65]([O:67][C:68]([CH3:71])([CH3:70])[CH3:69])=[O:66])[CH2:63][CH2:64]4)=[O:34])[C:17]=3[N:18]=[CH:19][N:20]=2)[CH2:3][CH2:2]1. (5) Reactant: C(N(CC)CC)C.[CH3:8][C@H:9]1[CH2:14][CH2:13][CH2:12][C@@H:11]([CH3:15])[NH:10]1.Br[CH2:17][C:18](OCC)=[O:19].[H-].[H-].[H-].[H-].[Li+].[Al+3].O.O.O.O.O.O.O.O.O.O.S([O-])([O-])(=O)=O.[Na+].[Na+]. Product: [CH3:8][C@H:9]1[CH2:14][CH2:13][CH2:12][C@@H:11]([CH3:15])[N:10]1[CH2:17][CH2:18][OH:19]. The catalyst class is: 677. (6) Reactant: [C:1]([OH:9])(=O)[C:2]1[CH:7]=[CH:6][N:5]=[CH:4][CH:3]=1.C1C=CC2N(O)N=NC=2C=1.CCN=C=NCCCN(C)C.[CH2:31]([O:33][C:34]1[CH:35]=[C:36]([CH:42]=[CH:43][C:44]=1[O:45][CH2:46][CH3:47])/[C:37](=[N:40]/[H])/[NH:38]O)[CH3:32].C([O-])(O)=O.[Na+]. Product: [CH2:31]([O:33][C:34]1[CH:35]=[C:36]([C:37]2[N:40]=[C:1]([C:2]3[CH:3]=[CH:4][N:5]=[CH:6][CH:7]=3)[O:9][N:38]=2)[CH:42]=[CH:43][C:44]=1[O:45][CH2:46][CH3:47])[CH3:32]. The catalyst class is: 3. (7) Reactant: [Cl:1][C:2]1[C:10]2[N:9]=[C:8]([NH:11][C:12]3[CH:13]=[N:14][C:15]([O:19][CH3:20])=[CH:16][C:17]=3[CH3:18])[N:7]([CH2:21][CH2:22][CH2:23][CH2:24]O)[C:6]=2[C:5]([CH:26]([CH2:29][CH3:30])[CH2:27][CH3:28])=[CH:4][CH:3]=1.CS(Cl)(=O)=O.C(=O)(O)[O-].[Na+].C(=O)([O-])[O-].[K+].[K+]. Product: [Cl:1][C:2]1[C:10]2[N:9]=[C:8]3[N:11]([C:12]4[CH:13]=[N:14][C:15]([O:19][CH3:20])=[CH:16][C:17]=4[CH3:18])[CH2:24][CH2:23][CH2:22][CH2:21][N:7]3[C:6]=2[C:5]([CH:26]([CH2:29][CH3:30])[CH2:27][CH3:28])=[CH:4][CH:3]=1. The catalyst class is: 228.